This data is from Peptide-MHC class II binding affinity with 134,281 pairs from IEDB. The task is: Regression. Given a peptide amino acid sequence and an MHC pseudo amino acid sequence, predict their binding affinity value. This is MHC class II binding data. (1) The peptide sequence is YFKVAATAANAAPAN. The MHC is HLA-DPA10301-DPB10402 with pseudo-sequence HLA-DPA10301-DPB10402. The binding affinity (normalized) is 0.278. (2) The peptide sequence is TWAYHGSYEVKATGSA. The MHC is DRB1_0404 with pseudo-sequence DRB1_0404. The binding affinity (normalized) is 0.377. (3) The peptide sequence is DFYFVINVRNVSVSA. The MHC is DRB1_1101 with pseudo-sequence DRB1_1101. The binding affinity (normalized) is 0.352. (4) The peptide sequence is NMEVRGGMVAPLYGV. The MHC is DRB1_0901 with pseudo-sequence DRB1_0901. The binding affinity (normalized) is 0.695. (5) The peptide sequence is AEMKTDAATLAQEAG. The MHC is HLA-DPA10201-DPB10101 with pseudo-sequence HLA-DPA10201-DPB10101. The binding affinity (normalized) is 0.423. (6) The peptide sequence is GKARTAWVDSGAQLG. The MHC is HLA-DPA10103-DPB10301 with pseudo-sequence HLA-DPA10103-DPB10301. The binding affinity (normalized) is 0.0259. (7) The peptide sequence is AETCPIFYDVFFAVA. The MHC is DRB1_0101 with pseudo-sequence DRB1_0101. The binding affinity (normalized) is 0.386.